Dataset: Full USPTO retrosynthesis dataset with 1.9M reactions from patents (1976-2016). Task: Predict the reactants needed to synthesize the given product. (1) The reactants are: [CH3:1][C@@H:2]1[C@H:6]([C:7]2[CH:12]=[CH:11][CH:10]=[CH:9][CH:8]=2)[O:5][C:4](=[O:13])[NH:3]1.[Li]CCCC.[C:19](Cl)(=[O:25])[CH2:20][CH2:21][CH2:22][CH2:23][CH3:24]. Given the product [C:19]([N:3]1[C@H:2]([CH3:1])[C@H:6]([C:7]2[CH:12]=[CH:11][CH:10]=[CH:9][CH:8]=2)[O:5][C:4]1=[O:13])(=[O:25])[CH2:20][CH2:21][CH2:22][CH2:23][CH3:24], predict the reactants needed to synthesize it. (2) Given the product [Cl:40][C:23]1[S:22][C:21]([C:18]2[CH:19]=[CH:20][C:15]([C:12]3[CH:13]=[CH:14][C:9]([C:6]4([C:4]([OH:5])=[O:3])[CH2:8][CH2:7]4)=[CH:10][CH:11]=3)=[C:16]([O:41][CH3:42])[CH:17]=2)=[C:25]([NH:26][C:27]([O:29][C@@H:30]([C:32]2[CH:37]=[C:36]([F:38])[CH:35]=[CH:34][C:33]=2[F:39])[CH3:31])=[O:28])[CH:24]=1, predict the reactants needed to synthesize it. The reactants are: C([O:3][C:4]([C:6]1([C:9]2[CH:14]=[CH:13][C:12]([C:15]3[CH:20]=[CH:19][C:18]([C:21]4[S:22][C:23]([Cl:40])=[CH:24][C:25]=4[NH:26][C:27]([O:29][C@@H:30]([C:32]4[CH:37]=[C:36]([F:38])[CH:35]=[CH:34][C:33]=4[F:39])[CH3:31])=[O:28])=[CH:17][C:16]=3[O:41][CH3:42])=[CH:11][CH:10]=2)[CH2:8][CH2:7]1)=[O:5])C.O1CCCC1.[OH-].[Na+].Cl. (3) Given the product [N+:1]([C:4]1[CH:5]=[CH:6][C:7]([CH:10]2[NH:11][CH2:12][CH2:13][N:14]([C:17]3[C:26]4[C:21](=[CH:22][C:23]([O:29][CH3:30])=[C:24]([O:27][CH3:28])[CH:25]=4)[N:20]=[CH:19][N:18]=3)[CH2:15]2)=[CH:8][CH:9]=1)([O-:3])=[O:2], predict the reactants needed to synthesize it. The reactants are: [N+:1]([C:4]1[CH:9]=[CH:8][C:7]([CH:10]2[CH2:15][NH:14][CH2:13][CH2:12][NH:11]2)=[CH:6][CH:5]=1)([O-:3])=[O:2].Cl[C:17]1[C:26]2[C:21](=[CH:22][C:23]([O:29][CH3:30])=[C:24]([O:27][CH3:28])[CH:25]=2)[N:20]=[CH:19][N:18]=1. (4) Given the product [CH3:15][N:14]([CH3:16])[C:12]1[C:11]([C:17]([F:20])([F:19])[F:18])=[CH:10][C:9]2[NH:21][C:22](=[O:37])[CH2:23][C:24]([C:25]3[CH:30]=[CH:29][CH:28]=[C:27]([N:31]4[CH:35]=[N:34][CH:33]=[N:32]4)[CH:26]=3)=[N:7][C:8]=2[CH:13]=1, predict the reactants needed to synthesize it. The reactants are: C(OC(=O)[NH:7][C:8]1[CH:13]=[C:12]([N:14]([CH3:16])[CH3:15])[C:11]([C:17]([F:20])([F:19])[F:18])=[CH:10][C:9]=1[NH:21][C:22](=[O:37])[CH2:23][C:24](=O)[C:25]1[CH:30]=[CH:29][CH:28]=[C:27]([N:31]2[CH:35]=[N:34][CH:33]=[N:32]2)[CH:26]=1)(C)(C)C.C(O)(C(F)(F)F)=O. (5) Given the product [F:1][C:2]1[CH:3]=[C:4]([CH:8]=[C:9]([C:11]#[N:12])[CH:10]=1)[C:5]([Cl:16])=[O:6], predict the reactants needed to synthesize it. The reactants are: [F:1][C:2]1[CH:3]=[C:4]([CH:8]=[C:9]([C:11]#[N:12])[CH:10]=1)[C:5](O)=[O:6].C(Cl)(=O)C([Cl:16])=O.